From a dataset of Reaction yield outcomes from USPTO patents with 853,638 reactions. Predict the reaction yield, written as a fraction of the theoretical maximum amount of product (1.0 means a 100% yield; for example, 0.34 means a 34% yield). The reactants are [CH3:1][O:2][C:3]1[C:8]([CH3:9])=[CH:7][C:6]([NH:10][C:11]([CH:13]([NH:16][CH2:17][C:18]2[CH:34]=[CH:33][C:21]([O:22][C:23]([CH3:32])([CH3:31])[C:24]([O:26]C(C)(C)C)=[O:25])=[CH:20][CH:19]=2)[CH2:14][CH3:15])=[O:12])=[C:5]([CH3:35])[CH:4]=1.FC(F)(F)C(O)=O. The catalyst is ClCCl. The product is [CH3:1][O:2][C:3]1[C:8]([CH3:9])=[CH:7][C:6]([NH:10][C:11]([CH:13]([NH:16][CH2:17][C:18]2[CH:19]=[CH:20][C:21]([O:22][C:23]([CH3:32])([CH3:31])[C:24]([OH:26])=[O:25])=[CH:33][CH:34]=2)[CH2:14][CH3:15])=[O:12])=[C:5]([CH3:35])[CH:4]=1. The yield is 0.930.